This data is from Experimentally validated miRNA-target interactions with 360,000+ pairs, plus equal number of negative samples. The task is: Binary Classification. Given a miRNA mature sequence and a target amino acid sequence, predict their likelihood of interaction. (1) The miRNA is hsa-miR-5687 with sequence UUAGAACGUUUUAGGGUCAAAU. Result: 0 (no interaction). The protein sequence of the target gene is MAAAVVLAAGLRAARRAVAATGVRGGQVRGAAGVTDGNEVAKAQQATPGGAAPTIFSRILDKSLPADILYEDQQCLVFRDVAPQAPVHFLVIPKKPIPRISQAEEEDQQLLGHLLLVAKQTAKAEGLGDGYRLVINDGKLGAQSVYHLHIHVLGGRQLQWPPG. (2) The miRNA is mmu-miR-485-5p with sequence AGAGGCUGGCCGUGAUGAAUUC. The protein sequence of the target gene is MAKIILRHLIEIPVRYQEEFEARGLEDCRLDHALYALPGPTIVDLRKTRAAQSPPVDSAAETPPREGKSHFQILLDVVQFLPEDIIIQTFEGWLLIKAQHGTRMDEHGFISRSFTRQYKLPDGVEIKDLSAVLCHDGILVVEVKDPVGTK. Result: 0 (no interaction). (3) The miRNA is hsa-miR-124-5p with sequence CGUGUUCACAGCGGACCUUGAU. The protein sequence of the target gene is MAMSLPGSRRTSAGSRRRTSPPVSVRDAYGTSSLSSSSNSGSYKGSDSSPTPRRSMKYTLCSDNHGIKPPTPEQYLTPLQQKEVCIRHLKARLKDTQDRLQDRDTEIDDLKTQLSRMQEDWIEEECHRVEAQLALKEARKEIKQLKQVIDTVKNNLIDKDKGLQKYFVDINIQNKKLETLLHSMEVAQNGMAKEDGTGESAGGSPARSLTRSSTYTKLSDPAVCGDRQPGDPSSGSAEDGADSGFAAADDTLSRTDALEASSLLSSGVDCGTEETSLHSSFGLGPRFPASNTYEKLLCGM.... Result: 0 (no interaction). (4) The miRNA is hsa-miR-4748 with sequence GAGGUUUGGGGAGGAUUUGCU. The protein sequence of the target gene is MRLPGWLWLSSAVLAACRAVEEHNLTEGLEDASAQAACPARLEGSGRCEGSQCPFQLTLPTLTIQLPRQLGSMEEVLKEVRTLKEAVDSLKKSCQDCKLQADDHRDPGGNGGNGAETAEDSRVQELESQVNKLSSELKNAKDQIQGLQGRLETLHLVNMNNIENYVDNKVANLTVVVNSLDGKCSKCPSQEHMQSQPVQHLIYKDCSDHYVLGRRSSGAYRVTPDHRNSSFEVYCDMETMGGGWTVLQARLDGSTNFTREWKDYKAGFGNLEREFWLGNDKIHLLTKSKEMILRIDLEDF.... Result: 0 (no interaction). (5) The miRNA is hsa-miR-6508-5p with sequence UCUAGAAAUGCAUGACCCACC. The protein sequence of the target gene is MAEVKLGMKTQVPASVESQKPRSKKAPDFPIVEKQNWLIHLHYIRKDYEACKAVIKEQLQETQGLCEYAIYVQALIFRLEGNIQESLELFQTCAVLSPQCADNLKQVARSLFLLGKHKAATEVYNEAAKLNQKDWEICHNLGVCYTYLKQFNKAQDQLHSALQLNKHDLTYIMLGKIHLLQGDLDKAIEIYKKAVEFSPENTELLTTLGLLYLQLGVYQKAFEHLGNALTYDPANYKAILAAGSMMQTHGDFDVALTKYRVVACAIPESPPLWNNIGMCFFGKKKYVAAISCLKRANYLA.... Result: 0 (no interaction). (6) The miRNA is hsa-miR-6882-5p with sequence UACAAGUCAGGAGCUGAAGCAG. Result: 0 (no interaction). The protein sequence of the target gene is MFLLLALLTELGRLQAHEGSEGIFLHVTVPRKIKSNDSEVSERKMIYIITIDGQPYTLHLGKQSFLPQNFLVYTYNETGSLHSVSPYFMMHCHYQGYAAEFPNSFVTLSICSGLRGFLQFENISYGIEPVESSARFEHIIYQMKNNDPNVSILAVNYSHIWQKDQPYKVPLNSQIKNLSKLLPQYLEIYIIVEKALYDYMGSEMMAVTQKIVQVIGLVNTMFTQFKLTVILSSLELWSNENQISTSGDADDILQRFLAWKRDYLILRPHDIAYLLVYRKHPKYVGATFPGTVCNKSYDAG.... (7) The miRNA is hsa-miR-6783-3p with sequence UUCCUGGGCUUCUCCUCUGUAG. The protein sequence of the target gene is MVGCGVAVLCLWVSCGAAAGQLEYSVPEETERGVAVGNLSADLRLPAAAMSSRNFRFLSSHRELYFGVDLPSGNLVVREPADREQLCRAKAACVLTYDLVLEDPLELHKIRIHVLDTNDNSPLFPAGDVQLHIPEFLTPGARFTLPNAQDDDEGSNGILSYSLSPSQHFRLDMGSRVDGSEYPELVLEKALDREQRATHLLVLTARDGGLPARSGDAQVTIIVVDTNDNAPVFERSVYRTKVPETAPNGTVLFRVQALDPDEGSNGEVQYSLSNSTQAELRHRFHVHPKSGEVQVAASLG.... Result: 0 (no interaction). (8) The miRNA is hsa-miR-6811-3p with sequence AGCCUGUGCUUGUCCCUGCAG. The protein sequence of the target gene is MLPLTEENKHVAQLLFSSGTCPRCILRFCGVDLPAPYKHPSKELLNELQKFLEPEKPELILEAPNPPLKKIRLHEDGIDNLSEDGKEGVSVTEDESMAEKPSKLRVCNVCLGILQEFCEKGFITKVCQKVEASGFEFTSVVLSVSFPPQLSVREHAAWLLVKQEMGKQSLSLGRNDVVQLKEAYKWITHPLFSEELGVPTDGKSLFEVSVVFAHPETAEDCHFLGEVCRDCFKPAKNKQSVFTRMAVLKALSKIKEEDFLGQFPCPPNSPKTVCTVLEVECTHGAVFVAGRYNKYSRNLP.... Result: 0 (no interaction).